This data is from M1 muscarinic receptor antagonist screen with 61,756 compounds. The task is: Binary Classification. Given a drug SMILES string, predict its activity (active/inactive) in a high-throughput screening assay against a specified biological target. The molecule is P(=O)(C(N1CCOCC1)c1occc1)(c1ccccc1)c1ccccc1. The result is 0 (inactive).